This data is from Experimentally validated miRNA-target interactions with 360,000+ pairs, plus equal number of negative samples. The task is: Binary Classification. Given a miRNA mature sequence and a target amino acid sequence, predict their likelihood of interaction. The miRNA is mmu-miR-96-5p with sequence UUUGGCACUAGCACAUUUUUGCU. The protein sequence of the target gene is MGAVLRSLLACSFCVLLRAAPLLLYANRRDLRLVDATNGKENATIVVGGLEDAAAVDFVFGHGLIYWSDVSEEAIKRTEFNKSESVQNVVVSGLLSPDGLACDWLGEKLYWTDSETNRIEVSNLDGSLRKVLFWQELDQPRAIALDPSSGFMYWTDWGEVPKIERAGMDGSSRFVIINTEIYWPNGLTLDYQERKLYWADAKLNFIHKSNLDGTNRQAVVKGSLPHPFALTLFEDTLYWTDWNTHSILACNKYTGEGLREIHSNIFSPMDIHAFSQQRQPNATNPCGIDNGGCSHLCLMS.... Result: 0 (no interaction).